Dataset: Catalyst prediction with 721,799 reactions and 888 catalyst types from USPTO. Task: Predict which catalyst facilitates the given reaction. (1) Reactant: [SH:1][CH2:2][CH2:3][CH2:4][C:5]1[CH:15]=[CH:14][C:8]([C:9]([O:11][CH2:12][CH3:13])=[O:10])=[CH:7][CH:6]=1.[BH4-].I[C:18]1[CH:19]=[C:20]2[C:24](=[CH:25][CH:26]=1)[N:23]([CH2:27][CH2:28][CH3:29])[C:22](=[O:30])[C:21]2([O:33][CH3:34])[O:31][CH3:32]. Product: [CH3:32][O:31][C:21]1([O:33][CH3:34])[C:20]2[C:24](=[CH:25][CH:26]=[C:18]([S:1][CH2:2][CH2:3][CH2:4][C:5]3[CH:15]=[CH:14][C:8]([C:9]([O:11][CH2:12][CH3:13])=[O:10])=[CH:7][CH:6]=3)[CH:19]=2)[N:23]([CH2:27][CH2:28][CH3:29])[C:22]1=[O:30]. The catalyst class is: 214. (2) Reactant: O1CCCCC1[O:7][CH:8]1[C:16]2[S:15][CH:14]=[N:13][C:12]=2[O:11][CH2:10][CH2:9]1.CC1C=CC(S(O)(=O)=O)=CC=1. Product: [S:15]1[C:16]2[CH:8]([OH:7])[CH2:9][CH2:10][O:11][C:12]=2[N:13]=[CH:14]1. The catalyst class is: 569. (3) Reactant: [NH2:1][CH2:2][CH2:3][C:4]1[CH:9]=[CH:8][C:7]([OH:10])=[CH:6][CH:5]=1.C([C:13]1[C:18]([F:19])=[CH:17][CH:16]=[C:15]([F:20])[C:14]=1[N:21]=[CH:22][N:23]([CH3:25])C)#N.C(O)(=O)C. Product: [F:19][C:18]1[CH:17]=[CH:16][C:15]([F:20])=[C:14]2[C:13]=1[C:25]([NH:1][CH2:2][CH2:3][C:4]1[CH:9]=[CH:8][C:7]([OH:10])=[CH:6][CH:5]=1)=[N:23][CH:22]=[N:21]2. The catalyst class is: 8. (4) Reactant: [N+:1]([C:4]1[CH:20]=[CH:19][C:7]([O:8][C:9]2[CH:18]=[CH:17][CH:16]=[CH:15][C:10]=2[C:11]([O:13][CH3:14])=[O:12])=[CH:6][CH:5]=1)([O-])=O.O.[Cl-].[NH4+]. Product: [NH2:1][C:4]1[CH:20]=[CH:19][C:7]([O:8][C:9]2[CH:18]=[CH:17][CH:16]=[CH:15][C:10]=2[C:11]([O:13][CH3:14])=[O:12])=[CH:6][CH:5]=1. The catalyst class is: 186. (5) Reactant: [CH3:1][NH:2][C:3]1[CH:4]=[N:5][CH:6]=[CH:7][C:8]=1[C:9]1[CH:14]=[CH:13][CH:12]=[CH:11][C:10]=1[CH3:15].[Cl:16][C:17]1[CH:18]=[C:19]([CH:23]=[C:24]([F:26])[CH:25]=1)[C:20]([OH:22])=O. Product: [Cl:16][C:17]1[CH:18]=[C:19]([CH:23]=[C:24]([F:26])[CH:25]=1)[C:20]([N:2]([CH3:1])[C:3]1[CH:4]=[N:5][CH:6]=[CH:7][C:8]=1[C:9]1[CH:14]=[CH:13][CH:12]=[CH:11][C:10]=1[CH3:15])=[O:22]. The catalyst class is: 243.